This data is from hERG potassium channel inhibition data for cardiac toxicity prediction from Karim et al.. The task is: Regression/Classification. Given a drug SMILES string, predict its toxicity properties. Task type varies by dataset: regression for continuous values (e.g., LD50, hERG inhibition percentage) or binary classification for toxic/non-toxic outcomes (e.g., AMES mutagenicity, cardiotoxicity, hepatotoxicity). Dataset: herg_karim. (1) The molecule is CCC(=O)N1CCC(c2ccc(C(=O)NC(=N)N)cc2C(F)(F)F)CC1. The result is 0 (non-blocker). (2) The drug is COc1c(C)cc([C@@]2(c3cccc(-c4cncnc4)c3)N=C(C)C(N)=N2)cc1C. The result is 0 (non-blocker). (3) The drug is N#Cc1ccc(OCCN2CC3CN(CCNS(=O)(=O)c4ccc(F)cc4)CC(C2)O3)c(F)c1. The result is 0 (non-blocker). (4) The drug is COC1COCCC1N[C@@H]1C[C@H]2CN(C(C)C)C[C@@]2(C(=O)N2CCc3ncc(C(F)(F)F)cc3C2)C1. The result is 0 (non-blocker). (5) The drug is C=CC(=O)Nc1cc(Nc2ncc(Cl)c(-c3cnn4ccccc34)n2)c(OC)cc1N1CC[C@@H](N(C)C)C1. The result is 1 (blocker).